Dataset: NCI-60 drug combinations with 297,098 pairs across 59 cell lines. Task: Regression. Given two drug SMILES strings and cell line genomic features, predict the synergy score measuring deviation from expected non-interaction effect. Drug 1: CC(CN1CC(=O)NC(=O)C1)N2CC(=O)NC(=O)C2. Drug 2: CC(C)NC(=O)C1=CC=C(C=C1)CNNC.Cl. Cell line: HS 578T. Synergy scores: CSS=8.09, Synergy_ZIP=-1.52, Synergy_Bliss=3.24, Synergy_Loewe=-5.43, Synergy_HSA=0.0124.